Dataset: Forward reaction prediction with 1.9M reactions from USPTO patents (1976-2016). Task: Predict the product of the given reaction. (1) Given the reactants CC1(C)[O:7][CH2:6][C:5]([NH:30]C(=O)C)([CH2:8][CH2:9][C:10]2[CH:15]=[CH:14][C:13]([C:16]3[S:17][C:18]([C:21](=[O:29])[C:22]4[CH:27]=[CH:26][C:25]([CH3:28])=[CH:24][CH:23]=4)=[CH:19][CH:20]=3)=[CH:12][CH:11]=2)[CH2:4][O:3]1.Cl, predict the reaction product. The product is: [NH2:30][C:5]([CH2:4][OH:3])([CH2:6][OH:7])[CH2:8][CH2:9][C:10]1[CH:15]=[CH:14][C:13]([C:16]2[S:17][C:18]([C:21]([C:22]3[CH:23]=[CH:24][C:25]([CH3:28])=[CH:26][CH:27]=3)=[O:29])=[CH:19][CH:20]=2)=[CH:12][CH:11]=1. (2) Given the reactants O=C1C2C(=CC=CC=2)C(=O)[N:3]1[CH2:12][CH2:13][N:14]1[C:23]2[C:18](=[N:19][CH:20]=[C:21]([CH2:24][C:25]3[CH:30]=[CH:29][C:28]([F:31])=[CH:27][CH:26]=3)[CH:22]=2)[C:17]([OH:32])=[C:16]([C:33]([NH:35][CH2:36][CH2:37][OH:38])=[O:34])[C:15]1=[O:39].NN, predict the reaction product. The product is: [NH2:3][CH2:12][CH2:13][N:14]1[C:23]2[C:18](=[N:19][CH:20]=[C:21]([CH2:24][C:25]3[CH:26]=[CH:27][C:28]([F:31])=[CH:29][CH:30]=3)[CH:22]=2)[C:17]([OH:32])=[C:16]([C:33]([NH:35][CH2:36][CH2:37][OH:38])=[O:34])[C:15]1=[O:39]. (3) Given the reactants [C:1]([NH:4][CH2:5][CH2:6][C:7]1[CH:12]=[CH:11][CH:10]=[CH:9][C:8]=1[C:13]1[CH:18]=[CH:17][C:16]([C@@H:19]2[C@@H:24]([C:25]3[CH:26]=[N:27][CH:28]=[CH:29][CH:30]=3)[CH2:23][CH2:22][N:21](C(OC(C)(C)C)=O)[CH2:20]2)=[C:15]([Cl:38])[CH:14]=1)(=[O:3])[CH3:2].Cl, predict the reaction product. The product is: [Cl:38][C:15]1[CH:14]=[C:13]([C:8]2[CH:9]=[CH:10][CH:11]=[CH:12][C:7]=2[CH2:6][CH2:5][NH:4][C:1](=[O:3])[CH3:2])[CH:18]=[CH:17][C:16]=1[C@@H:19]1[C@@H:24]([C:25]2[CH:26]=[N:27][CH:28]=[CH:29][CH:30]=2)[CH2:23][CH2:22][NH:21][CH2:20]1. (4) Given the reactants [H-].[Na+].Br[CH2:4][CH2:5][CH2:6]Br.[N+:8]([CH2:10][S:11]([C:14]1[CH:19]=[CH:18][C:17]([CH3:20])=[CH:16][CH:15]=1)(=[O:13])=[O:12])#[C-:9].[Na+].[Br-], predict the reaction product. The product is: [N+:8]([C:10]1([S:11]([C:14]2[CH:19]=[CH:18][C:17]([CH3:20])=[CH:16][CH:15]=2)(=[O:13])=[O:12])[CH2:6][CH2:5][CH2:4]1)#[C-:9]. (5) Given the reactants C1(C2N=CNN=2)CC1.[H-].[Na+].CS(OC1CC(C2N3C4C=CN(COCC[Si](C)(C)C)C=4N=CC3=NN=2)C(CC)C1)(=O)=O.[CH:43]1([C:46]2[N:50]=[CH:49][N:48]([CH:51]3[CH2:55][CH:54]([C:56]4[N:60]5[C:61]6[CH:67]=[CH:66][N:65](COCC[Si](C)(C)C)[C:62]=6[N:63]=[CH:64][C:59]5=[N:58][N:57]=4)[CH:53]([CH2:76][CH3:77])[CH2:52]3)[N:47]=2)[CH2:45][CH2:44]1.[CH:78]1([C:81]2[N:85]([CH:86]3[CH2:90][CH:89]([C:91]4[N:95]5[C:96]6[CH:102]=[CH:101][N:100](COCC[Si](C)(C)C)[C:97]=6[N:98]=[CH:99][C:94]5=[N:93][N:92]=4)[CH:88]([CH2:111][CH3:112])[CH2:87]3)[N:84]=[CH:83][N:82]=2)[CH2:80][CH2:79]1.FC(F)(F)C(O)=O, predict the reaction product. The product is: [CH:43]1([C:46]2[N:50]=[CH:49][N:48]([C@@H:51]3[CH2:55][C@H:54]([C:56]4[N:60]5[C:61]6[CH:67]=[CH:66][NH:65][C:62]=6[N:63]=[CH:64][C:59]5=[N:58][N:57]=4)[C@H:53]([CH2:76][CH3:77])[CH2:52]3)[N:47]=2)[CH2:45][CH2:44]1.[CH:78]1([C:81]2[N:85]([C@@H:86]3[CH2:90][C@H:89]([C:91]4[N:95]5[C:96]6[CH:102]=[CH:101][NH:100][C:97]=6[N:98]=[CH:99][C:94]5=[N:93][N:92]=4)[C@H:88]([CH2:111][CH3:112])[CH2:87]3)[N:84]=[CH:83][N:82]=2)[CH2:80][CH2:79]1. (6) Given the reactants [CH2:1]([O:3][C:4]1[CH:9]=[C:8]([C:10]([F:13])([F:12])[F:11])[N:7]=[C:6]([C:14]2[N:19]=[CH:18][C:17]([NH2:20])=[CH:16][CH:15]=2)[N:5]=1)[CH3:2].C(N(CC)CC)C.[Cl:28][CH2:29][C:30](Cl)=[O:31], predict the reaction product. The product is: [Cl:28][CH2:29][C:30]([NH:20][C:17]1[CH:18]=[N:19][C:14]([C:6]2[N:5]=[C:4]([O:3][CH2:1][CH3:2])[CH:9]=[C:8]([C:10]([F:11])([F:13])[F:12])[N:7]=2)=[CH:15][CH:16]=1)=[O:31].